This data is from Forward reaction prediction with 1.9M reactions from USPTO patents (1976-2016). The task is: Predict the product of the given reaction. (1) Given the reactants [NH:1]1[CH2:6][CH2:5][CH:4]([O:7][CH:8]2[CH2:13][CH2:12][N:11]([C:14]([O:16][C:17]([CH3:20])([CH3:19])[CH3:18])=[O:15])[CH2:10][CH2:9]2)[CH2:3][CH2:2]1.F[C:22]1[CH:29]=[CH:28][C:25]([C:26]#[N:27])=[CH:24][CH:23]=1.C(=O)([O-])[O-].[K+].[K+], predict the reaction product. The product is: [C:17]([O:16][C:14]([N:11]1[CH2:10][CH2:9][CH:8]([O:7][CH:4]2[CH2:3][CH2:2][N:1]([C:22]3[CH:29]=[CH:28][C:25]([C:26]#[N:27])=[CH:24][CH:23]=3)[CH2:6][CH2:5]2)[CH2:13][CH2:12]1)=[O:15])([CH3:20])([CH3:19])[CH3:18]. (2) The product is: [NH2:21][CH:18]1[CH2:17][CH2:16][N:15]([CH2:14][CH2:13][N:8]2[C:7]3[CH:29]=[C:3]([O:2][CH3:1])[CH:4]=[CH:5][C:6]=3[S:11][CH2:10][C:9]2=[O:12])[CH2:20][CH2:19]1. Given the reactants [CH3:1][O:2][C:3]1[CH:4]=[CH:5][C:6]2[S:11][CH2:10][C:9](=[O:12])[N:8]([CH2:13][CH2:14][N:15]3[CH2:20][CH2:19][CH:18]([NH:21]C(=O)OC(C)(C)C)[CH2:17][CH2:16]3)[C:7]=2[CH:29]=1.NC1CCN(CCN2C3C(=CC=C(C#N)C=3)C=CC2=O)CC1, predict the reaction product. (3) Given the reactants [Cl:1][C:2]1[CH:3]=[C:4]([CH:15]=[CH:16][C:17]=1[Cl:18])[C:5]([C:7](=[C:10]([S:13][CH3:14])[S:11][CH3:12])[C:8]#[N:9])=O.[C:19]([O:23][CH2:24][CH3:25])(=[O:22])CS, predict the reaction product. The product is: [C:8]([C:7]1[C:5]([C:4]2[CH:15]=[CH:16][C:17]([Cl:18])=[C:2]([Cl:1])[CH:3]=2)=[C:12]([C:19]([O:23][CH2:24][CH3:25])=[O:22])[S:11][C:10]=1[S:13][CH3:14])#[N:9]. (4) Given the reactants BrC[C:3]1[CH:8]=[CH:7][CH:6]=[CH:5][C:4]=1[CH:9]([CH2:11][CH2:12][CH2:13][CH2:14][CH2:15][CH2:16][CH2:17][CH2:18][CH2:19][CH2:20]C)[CH3:10].[C:22]([O-:25])(=[O:24])[CH3:23].[Na+].[C:27](O)(=O)C, predict the reaction product. The product is: [C:22]([O:25][CH2:27][C:7]1[CH:8]=[CH:3][C:4]([CH:9]([CH2:11][CH2:12][CH2:13][CH2:14][CH2:15][CH2:16][CH2:17][CH2:18][CH2:19][CH3:20])[CH3:10])=[CH:5][CH:6]=1)(=[O:24])[CH3:23]. (5) Given the reactants [CH2:1]([CH:8]1[CH2:13][CH2:12][NH:11][CH2:10][CH2:9]1)[C:2]1[CH:7]=[CH:6][CH:5]=[CH:4][CH:3]=1.[C:14]1([N:20]=[C:21]=[O:22])[CH:19]=[CH:18][CH:17]=[CH:16][CH:15]=1, predict the reaction product. The product is: [C:14]1([NH:20][C:21]([N:11]2[CH2:12][CH2:13][CH:8]([CH2:1][C:2]3[CH:7]=[CH:6][CH:5]=[CH:4][CH:3]=3)[CH2:9][CH2:10]2)=[O:22])[CH:19]=[CH:18][CH:17]=[CH:16][CH:15]=1. (6) Given the reactants [NH3:1].CO[C:4]([C@@H:6]1[O:10][C:9](=[O:11])[N:8]([C:12]2[CH:13]=[C:14]3[C:18](=[CH:19][CH:20]=2)[N:17]([C:21]([CH3:24])([CH3:23])[CH3:22])[C:16](=[O:25])[CH2:15]3)[CH2:7]1)=[O:5], predict the reaction product. The product is: [C:21]([N:17]1[C:18]2[C:14](=[CH:13][C:12]([N:8]3[CH2:7][C@H:6]([C:4]([NH2:1])=[O:5])[O:10][C:9]3=[O:11])=[CH:20][CH:19]=2)[CH2:15][C:16]1=[O:25])([CH3:22])([CH3:24])[CH3:23]. (7) Given the reactants [C:1]([O:9][CH2:10][C:11]1[CH:16]=[CH:15][N:14]=[C:13]([CH2:17][O:18]C2CCCCO2)[CH:12]=1)(=[O:8])[C:2]1[CH:7]=[CH:6][CH:5]=[CH:4][CH:3]=1.CO.C1(C)C=CC(S([O-])(=O)=O)=CC=1.[NH+]1C=CC=CC=1.C(=O)([O-])O.[Na+], predict the reaction product. The product is: [C:1]([O:9][CH2:10][C:11]1[CH:16]=[CH:15][N:14]=[C:13]([CH2:17][OH:18])[CH:12]=1)(=[O:8])[C:2]1[CH:7]=[CH:6][CH:5]=[CH:4][CH:3]=1.